Dataset: Reaction yield outcomes from USPTO patents with 853,638 reactions. Task: Predict the reaction yield, written as a fraction of the theoretical maximum amount of product (1.0 means a 100% yield; for example, 0.34 means a 34% yield). (1) The reactants are [F:1][C:2]([F:19])([F:18])[C:3]([NH:5][C@@H:6]1[C:14]2[C:9](=[CH:10][CH:11]=[C:12]([O:15][CH3:16])[CH:13]=2)[C@H:8]([OH:17])[CH2:7]1)=[O:4].[Li][CH2:21][CH2:22][CH2:23]C.C(Br)C=C. The catalyst is C1COCC1. The product is [CH2:23]([O:17][C@H:8]1[C:9]2[C:14](=[CH:13][C:12]([O:15][CH3:16])=[CH:11][CH:10]=2)[C@@H:6]([NH:5][C:3](=[O:4])[C:2]([F:18])([F:19])[F:1])[CH2:7]1)[CH:22]=[CH2:21]. The yield is 0.460. (2) The reactants are [Cl:1][C:2]1[CH:3]=[C:4]([CH:6]=[CH:7][C:8]=1[O:9][CH3:10])[NH2:5].C[O:12][C:13]1C=CC=C(N)[CH:14]=1. No catalyst specified. The product is [NH2:5][C:4]1[CH:3]=[C:2]([Cl:1])[C:8]([O:9][CH3:10])=[CH:7][C:6]=1[C:13](=[O:12])[CH3:14]. The yield is 0.500. (3) The reactants are [Br:1][C:2]1[C:3](Cl)=[C:4]2[C:10]([C:11]3[CH:16]=[CH:15][CH:14]=[CH:13][C:12]=3[CH2:17][OH:18])=[CH:9][NH:8][C:5]2=[N:6][CH:7]=1.[H-].[Na+]. The catalyst is CN(C=O)C. The product is [Br:1][C:2]1[CH:7]=[N:6][C:5]2[NH:8][CH:9]=[C:10]3[C:4]=2[C:3]=1[O:18][CH2:17][C:12]1[CH:13]=[CH:14][CH:15]=[CH:16][C:11]3=1. The yield is 0.0220. (4) The reactants are Cl[C:2]([F:7])([F:6])C([O-])=O.[Na+].[OH:9][C:10]1[CH:17]=[CH:16][C:13]([CH:14]=[O:15])=[CH:12][C:11]=1[CH3:18].C(=O)([O-])[O-].[K+].[K+]. The catalyst is CN(C=O)C.O. The product is [F:7][CH:2]([F:6])[O:9][C:10]1[CH:17]=[CH:16][C:13]([CH:14]=[O:15])=[CH:12][C:11]=1[CH3:18]. The yield is 0.630. (5) The reactants are CS(O[CH2:6][C:7]([CH3:15])([C:9]1[CH:14]=[CH:13][CH:12]=[CH:11][CH:10]=1)[CH3:8])(=O)=O.[C-:16]#[N:17].[Na+]. The catalyst is CS(C)=O.O. The product is [CH3:8][C:7]([C:9]1[CH:14]=[CH:13][CH:12]=[CH:11][CH:10]=1)([CH3:15])[CH2:6][C:16]#[N:17]. The yield is 0.570.